The task is: Predict the product of the given reaction.. This data is from Forward reaction prediction with 1.9M reactions from USPTO patents (1976-2016). (1) Given the reactants [CH3:1][C:2]1[CH:7]=[CH:6][C:5]([O:8][CH2:9][CH2:10][CH3:11])=[CH:4][C:3]=1[OH:12].Br[C:14]1[S:15][CH:16]=[C:17]([C:19]([NH:21][C:22]2[C:23]([O:44][CH3:45])=[N:24][C:25]([NH:30][CH2:31][CH2:32][N:33]([CH:41]([CH3:43])[CH3:42])[C:34](=[O:40])[O:35][C:36]([CH3:39])([CH3:38])[CH3:37])=[N:26][C:27]=2[O:28][CH3:29])=[O:20])[N:18]=1.C(C1C=C(C=CC=1)OC1OC=C(C(OCC)=O)N=1)(C)(C)C, predict the reaction product. The product is: [CH3:29][O:28][C:27]1[C:22]([NH:21][C:19]([C:17]2[N:18]=[C:14]([O:12][C:3]3[CH:4]=[C:5]([O:8][CH2:9][CH2:10][CH3:11])[CH:6]=[CH:7][C:2]=3[CH3:1])[S:15][CH:16]=2)=[O:20])=[C:23]([O:44][CH3:45])[N:24]=[C:25]([NH:30][CH2:31][CH2:32][N:33]([CH:41]([CH3:43])[CH3:42])[C:34](=[O:40])[O:35][C:36]([CH3:37])([CH3:38])[CH3:39])[N:26]=1. (2) Given the reactants C(OC([N:8]1[CH2:12][CH2:11][CH:10]([C:13]2[CH:18]=[CH:17][C:16]([C:19]3[CH:20]=[C:21]4[C:25](=[CH:26][C:27]=3[Cl:28])[NH:24][CH:23]=[C:22]4[C:29]([OH:31])=[O:30])=[CH:15][CH:14]=2)[CH2:9]1)=O)(C)(C)C.C(O)(C(F)(F)F)=O, predict the reaction product. The product is: [Cl:28][C:27]1[CH:26]=[C:25]2[C:21]([C:22]([C:29]([OH:31])=[O:30])=[CH:23][NH:24]2)=[CH:20][C:19]=1[C:16]1[CH:15]=[CH:14][C:13]([CH:10]2[CH2:11][CH2:12][NH:8][CH2:9]2)=[CH:18][CH:17]=1. (3) Given the reactants [NH2:1][C@H:2]([CH2:24][CH3:25])[C:3]([NH:5][C:6]1[CH:7]=[N:8][C:9]([O:12][C:13]2[C:18]3[C:19]([CH3:23])([CH3:22])[CH2:20][O:21][C:17]=3[CH:16]=[CH:15][CH:14]=2)=[N:10][CH:11]=1)=[O:4].Cl[C:27](Cl)([O:29]C(=O)OC(Cl)(Cl)Cl)Cl, predict the reaction product. The product is: [CH3:23][C:19]1([CH3:22])[C:18]2[C:13]([O:12][C:9]3[N:10]=[CH:11][C:6]([N:5]4[C:3](=[O:4])[C@@H:2]([CH2:24][CH3:25])[NH:1][C:27]4=[O:29])=[CH:7][N:8]=3)=[CH:14][CH:15]=[CH:16][C:17]=2[O:21][CH2:20]1. (4) Given the reactants [OH:1][CH2:2][CH:3]1[CH2:8][CH2:7][N:6]([C:9]([O:11][C:12]([CH3:15])([CH3:14])[CH3:13])=[O:10])[CH2:5][CH2:4]1.[C:16]1([CH3:26])[CH:21]=[CH:20][C:19]([S:22](Cl)(=[O:24])=[O:23])=[CH:18][CH:17]=1.O, predict the reaction product. The product is: [S:22]([O:1][CH2:2][CH:3]1[CH2:8][CH2:7][N:6]([C:9]([O:11][C:12]([CH3:15])([CH3:14])[CH3:13])=[O:10])[CH2:5][CH2:4]1)([C:19]1[CH:20]=[CH:21][C:16]([CH3:26])=[CH:17][CH:18]=1)(=[O:24])=[O:23]. (5) Given the reactants [Cl:1][C:2]1[CH:3]=[C:4]([NH:8][C:9](SC)=[C:10]([C:14]#[N:15])[C:11]([NH2:13])=O)[CH:5]=[CH:6][CH:7]=1.[NH2:18][NH2:19].[OH2:20], predict the reaction product. The product is: [NH2:13][C:11]1[NH:19][N:18]=[C:9]([NH:8][C:4]2[CH:5]=[CH:6][CH:7]=[C:2]([Cl:1])[CH:3]=2)[C:10]=1[C:14]([NH2:15])=[O:20].